From a dataset of Catalyst prediction with 721,799 reactions and 888 catalyst types from USPTO. Predict which catalyst facilitates the given reaction. (1) Reactant: Br[C:2]1[C:7]([C:8]([F:11])([F:10])[F:9])=[CH:6][C:5]([NH:12][C:13]2[N:17]=[C:16]([NH2:18])[NH:15][N:14]=2)=[CH:4][C:3]=1[Cl:19].CC1(C)C(C)(C)OB([C:28]2[CH:33]=[CH:32][C:31]([S:34]([CH2:37][CH2:38][OH:39])(=[O:36])=[O:35])=[CH:30][CH:29]=2)O1.O1CCOCC1.C(=O)([O-])[O-].[K+].[K+]. Product: [NH2:18][C:16]1[NH:15][N:14]=[C:13]([NH:12][C:5]2[CH:6]=[C:7]([C:8]([F:11])([F:10])[F:9])[C:2]([C:28]3[CH:33]=[CH:32][C:31]([S:34]([CH2:37][CH2:38][OH:39])(=[O:35])=[O:36])=[CH:30][CH:29]=3)=[C:3]([Cl:19])[CH:4]=2)[N:17]=1. The catalyst class is: 276. (2) Reactant: [OH-].[Na+].BrBr.Br[O-].[CH3:7][O:8][C:9]12[CH2:17][CH:13]3[CH2:14][CH:15]([CH2:16]1)[C:11]([C:18](=[O:20])C)([CH2:12]3)[CH2:10]2.CC(O)=[O:23]. Product: [CH3:7][O:8][C:9]12[CH2:17][CH:13]3[CH2:14][CH:15]([CH2:16]1)[C:11]([C:18]([OH:20])=[O:23])([CH2:12]3)[CH2:10]2. The catalyst class is: 38. (3) Reactant: [NH:1]1[CH:5]=[N:4][CH:3]=[N:2]1.P(Cl)(Cl)(Cl)=O.[C:11]([NH:14][C:15]1[NH:16][C:17](=O)[C:18]2[N:24]=[C:23]([C:25]3[CH:30]=[CH:29][C:28]([O:31][CH3:32])=[C:27]([O:33][CH3:34])[CH:26]=3)[CH:22]=[CH:21][C:19]=2[N:20]=1)(=[O:13])[CH3:12].C(N(CC)CC)C. Product: [C:11]([NH:14][C:15]1[N:16]=[C:17]([C:5]2[N:4]=[CH:3][NH:2][N:1]=2)[C:18]2[N:24]=[C:23]([C:25]3[CH:30]=[CH:29][C:28]([O:31][CH3:32])=[C:27]([O:33][CH3:34])[CH:26]=3)[CH:22]=[CH:21][C:19]=2[N:20]=1)(=[O:13])[CH3:12]. The catalyst class is: 10. (4) Reactant: [NH2:1][C:2]1[CH:3]=[C:4]2[C:9](=[CH:10][CH:11]=1)[NH:8][C:7](=[O:12])[CH2:6][CH2:5]2.Cl[CH2:14][C:15]([N:17]1[CH2:22][CH2:21][CH:20]([CH2:23][C:24]2[CH:29]=[CH:28][CH:27]=[CH:26][CH:25]=2)[CH2:19][CH2:18]1)=[O:16]. Product: [CH2:23]([CH:20]1[CH2:19][CH2:18][N:17]([C:15](=[O:16])[CH2:14][NH:1][C:2]2[CH:3]=[C:4]3[C:9](=[CH:10][CH:11]=2)[NH:8][C:7](=[O:12])[CH2:6][CH2:5]3)[CH2:22][CH2:21]1)[C:24]1[CH:29]=[CH:28][CH:27]=[CH:26][CH:25]=1. The catalyst class is: 8. (5) Reactant: [C:1]([O:4][CH2:5][CH:6](Br)[F:7])(=O)[CH3:2].[CH2:9]1C[O:12][CH2:11][CH2:10]1.C(OCC(Br)F)(=[O:16])C.C(=O)CC.C1COCC1.C(=O)CC.C(OC(C)C)(C)C. Product: [F:7][CH:6]([CH:11]([OH:12])[CH2:10][CH3:9])[C:5]([O:4][CH2:1][CH3:2])=[O:16]. The catalyst class is: 6. (6) Reactant: Br[CH2:2][C:3]([NH:5][C:6]1[CH:11]=[CH:10][C:9]([O:12][C:13]2[CH:18]=[CH:17][CH:16]=[CH:15][CH:14]=2)=[CH:8][CH:7]=1)=[O:4].[N:19]1([C:26]([O:28][C:29]([CH3:32])([CH3:31])[CH3:30])=[O:27])[CH2:25][CH2:24][CH2:23][NH:22][CH2:21][CH2:20]1.C(=O)([O-])[O-].[K+].[K+]. Product: [O:4]=[C:3]([NH:5][C:6]1[CH:11]=[CH:10][C:9]([O:12][C:13]2[CH:18]=[CH:17][CH:16]=[CH:15][CH:14]=2)=[CH:8][CH:7]=1)[CH2:2][N:22]1[CH2:23][CH2:24][CH2:25][N:19]([C:26]([O:28][C:29]([CH3:32])([CH3:31])[CH3:30])=[O:27])[CH2:20][CH2:21]1. The catalyst class is: 10. (7) Reactant: [F:1][C:2]1[CH:3]=[C:4](B(O)O)[CH:5]=[CH:6][C:7]=1[O:8][CH3:9].ClCCl.Cl[C:17]1[N:18]=[C:19]([CH3:36])[C:20]2[CH:25]=[CH:24][N:23]([C:26]3[CH:35]=[CH:34][C:29]([C:30]([O:32][CH3:33])=[O:31])=[CH:28][CH:27]=3)[C:21]=2[N:22]=1.C([O-])([O-])=O.[Cs+].[Cs+]. Product: [F:1][C:2]1[CH:3]=[C:4]([C:17]2[N:18]=[C:19]([CH3:36])[C:20]3[CH:25]=[CH:24][N:23]([C:26]4[CH:27]=[CH:28][C:29]([C:30]([O:32][CH3:33])=[O:31])=[CH:34][CH:35]=4)[C:21]=3[N:22]=2)[CH:5]=[CH:6][C:7]=1[O:8][CH3:9]. The catalyst class is: 12. (8) Reactant: P([O-])([O-])([O-])=O.[K+].[K+].[K+].[S:9]1[CH:13]=[CH:12][CH:11]=[C:10]1[C:14]#[N:15].C(#N)C.[OH2:19].CN(C)[C:22](=[O:29])[C:23]1C=C[CH:26]=[CH:25][CH:24]=1. Product: [S:9]1[CH:13]=[CH:12][CH:11]=[C:10]1[C:14]([NH2:15])=[O:29].[S:9]1[CH:26]=[CH:25][CH:24]=[C:23]1[C:22]([OH:29])=[O:19]. The catalyst class is: 10. (9) Reactant: [OH:1][C:2]1[CH:7]=[C:6]([OH:8])[CH:5]=[CH:4][C:3]=1[CH:9]1[CH2:14][CH2:13][C:12](=O)[CH2:11][CH2:10]1.[C:16]([O-])(=O)C.[Na+].Cl.C[O:23][NH2:24]. Product: [CH3:16][O:1][C:2]1[CH:7]=[C:6]([OH:8])[CH:5]=[CH:4][C:3]=1[CH:9]1[CH2:14][CH2:13][C:12](=[N:24][OH:23])[CH2:11][CH2:10]1. The catalyst class is: 8. (10) Reactant: ClC1C=[CH:6][C:5]([C:8]2C(C[CH2:8][C:5]3[CH:6]=CC=C[C:4]=3CC(O)=O)=NC3C(N=2)=C[CH:6]=[C:5]([C:8](N2CC[CH:8]([C:5]4[CH:6]=CC=C[CH:4]=4)CC2)=O)[CH:4]=3)=[CH:4]C=1.[Br:44][C:45]1[CH:46]=[C:47]([CH2:52][C:53]([OH:55])=[O:54])[CH:48]=[C:49]([F:51])[CH:50]=1.C(OC(C(F)(F)F)=O)(C(F)(F)F)=O. Product: [Br:44][C:45]1[CH:46]=[C:47]([CH2:52][C:53]([O:55][C:5]([CH3:8])([CH3:6])[CH3:4])=[O:54])[CH:48]=[C:49]([F:51])[CH:50]=1. The catalyst class is: 218.